Dataset: Forward reaction prediction with 1.9M reactions from USPTO patents (1976-2016). Task: Predict the product of the given reaction. (1) Given the reactants [Cl:1][C:2]1[CH:3]=[C:4]([CH:9]2[C:18]3[C:13](=[CH:14][CH:15]=[CH:16][CH:17]=3)[CH2:12][CH:11]([NH:19][CH3:20])[CH2:10]2)[CH:5]=[CH:6][C:7]=1[Cl:8].[CH2:21]=O.[OH-].[K+], predict the reaction product. The product is: [Cl:1][C:2]1[CH:3]=[C:4]([CH:9]2[C:18]3[C:13](=[CH:14][CH:15]=[CH:16][CH:17]=3)[CH2:12][CH:11]([N:19]([CH3:21])[CH3:20])[CH2:10]2)[CH:5]=[CH:6][C:7]=1[Cl:8]. (2) Given the reactants [CH2:1]([C:19]1[CH:24]=[CH:23][C:22]([S:25](Cl)(=[O:27])=[O:26])=[CH:21][CH:20]=1)[CH2:2][CH2:3][CH2:4][CH2:5][CH2:6][CH2:7][CH2:8][CH2:9][CH2:10][CH2:11][CH2:12][CH2:13][CH2:14][CH2:15][CH2:16][CH2:17][CH3:18].[S:29]1[CH:33]=[N:32][N:31]=[C:30]1[NH2:34].Cl, predict the reaction product. The product is: [CH2:1]([C:19]1[CH:24]=[CH:23][C:22]([S:25]([NH:34][C:30]2[S:29][CH:33]=[N:32][N:31]=2)(=[O:27])=[O:26])=[CH:21][CH:20]=1)[CH2:2][CH2:3][CH2:4][CH2:5][CH2:6][CH2:7][CH2:8][CH2:9][CH2:10][CH2:11][CH2:12][CH2:13][CH2:14][CH2:15][CH2:16][CH2:17][CH3:18].